From a dataset of Catalyst prediction with 721,799 reactions and 888 catalyst types from USPTO. Predict which catalyst facilitates the given reaction. (1) The catalyst class is: 1. Product: [CH3:1][N:2]1[CH2:7][CH2:6][CH2:5][CH2:4][CH:3]1[CH2:8][O:9][C:11]1[CH:12]=[C:13]2[C:18](=[CH:19][CH:20]=1)[CH:17]=[C:16]([C:21]1[C:29]3[C:24](=[CH:25][CH:26]=[C:27]([C:30]#[N:31])[CH:28]=3)[N:23]([CH:32]3[CH2:37][CH2:36][CH2:35][CH2:34][O:33]3)[N:22]=1)[CH:15]=[CH:14]2. Reactant: [CH3:1][N:2]1[CH2:7][CH2:6][CH2:5][CH2:4][CH:3]1[CH2:8][OH:9].O[C:11]1[CH:12]=[C:13]2[C:18](=[CH:19][CH:20]=1)[CH:17]=[C:16]([C:21]1[C:29]3[C:24](=[CH:25][CH:26]=[C:27]([C:30]#[N:31])[CH:28]=3)[N:23]([CH:32]3[CH2:37][CH2:36][CH2:35][CH2:34][O:33]3)[N:22]=1)[CH:15]=[CH:14]2.N(C(OC(C)C)=O)=NC(OC(C)C)=O.C1(P(C2C=CC=CC=2)C2C=CC=CC=2)C=CC=CC=1. (2) Reactant: [C:1]([C:3]1[CH:51]=[CH:50][C:6]2[N:7](COCC[Si](C)(C)C)[C:8]([C:10]([C:23]3[C:31]([O:32][CH3:33])=[CH:30][C:29]([CH3:34])=[C:28]4[C:24]=3[CH:25]=[CH:26][N:27]4C(OC(C)(C)C)=O)([O:15][CH2:16][C:17]3[O:18][C:19]([CH3:22])=[N:20][N:21]=3)[C:11]([F:14])([F:13])[F:12])=[N:9][C:5]=2[CH:4]=1)#[N:2].C(C1C=CC2N=C(C(C3C(OC)=CC(C)=C4C=3C=CN4C(OC(C)(C)C)=O)(OCC3OC(C)=NN=3)C(F)(F)F)N(COCC[Si](C)(C)C)C=2C=1)#N.Cl[Sn](Cl)(Cl)Cl.C(=O)(O)[O-].[Na+]. Product: [F:14][C:11]([F:12])([F:13])[C:10]([C:8]1[NH:7][C:6]2[CH:50]=[CH:51][C:3]([C:1]#[N:2])=[CH:4][C:5]=2[N:9]=1)([C:23]1[C:31]([O:32][CH3:33])=[CH:30][C:29]([CH3:34])=[C:28]2[C:24]=1[CH:25]=[CH:26][NH:27]2)[O:15][CH2:16][C:17]1[O:18][C:19]([CH3:22])=[N:20][N:21]=1. The catalyst class is: 96. (3) Reactant: [O:1]1[CH:5]=[CH:4][CH:3]=[C:2]1[C:6]1[C:11]([I:12])=[C:10](S(C)=O)[N:9]=[C:8]([NH2:16])[N:7]=1.[CH2:17]([NH2:21])[CH2:18][CH2:19][CH3:20]. Product: [CH2:17]([NH:21][C:10]1[C:11]([I:12])=[C:6]([C:2]2[O:1][CH:5]=[CH:4][CH:3]=2)[N:7]=[C:8]([NH2:16])[N:9]=1)[CH2:18][CH2:19][CH3:20]. The catalyst class is: 1. (4) Reactant: [Cl:1][C:2]1[C:10]([OH:11])=[CH:9][C:8]([C:12]2[N:13]([C:28]([O:30][C:31]([CH3:34])([CH3:33])[CH3:32])=[O:29])[C:14]3[C:19]([CH:20]=2)=[CH:18][C:17]([CH2:21][N:22]2[CH2:27][CH2:26][CH2:25][CH2:24][CH2:23]2)=[CH:16][CH:15]=3)=[C:7]2[C:3]=1[CH2:4][NH:5][C:6]2=[O:35].C(N(CC)CC)C.[F:43][C:44]([F:50])([F:49])[S:45](Cl)(=[O:47])=[O:46]. Product: [Cl:1][C:2]1[C:10]([O:11][S:45]([C:44]([F:50])([F:49])[F:43])(=[O:47])=[O:46])=[CH:9][C:8]([C:12]2[N:13]([C:28]([O:30][C:31]([CH3:32])([CH3:34])[CH3:33])=[O:29])[C:14]3[C:19]([CH:20]=2)=[CH:18][C:17]([CH2:21][N:22]2[CH2:27][CH2:26][CH2:25][CH2:24][CH2:23]2)=[CH:16][CH:15]=3)=[C:7]2[C:3]=1[CH2:4][NH:5][C:6]2=[O:35]. The catalyst class is: 4. (5) Reactant: [C:1]([NH2:4])(=[S:3])[CH3:2].[CH2:5]([Br:12])[C:6]1[CH:11]=[CH:10][CH:9]=[CH:8][CH:7]=1.CCOCC. Product: [BrH:12].[CH2:5]([S:3][C:1](=[NH:4])[CH3:2])[C:6]1[CH:11]=[CH:10][CH:9]=[CH:8][CH:7]=1. The catalyst class is: 22. (6) Reactant: C(OC(=O)[NH:7][C@@H:8]([CH3:21])[CH2:9][C:10]1[C:18]2[C:13](=[CH:14][C:15]([Cl:20])=[C:16]([F:19])[CH:17]=2)[NH:12][CH:11]=1)(C)(C)C. Product: [Cl:20][C:15]1[CH:14]=[C:13]2[C:18]([C:10]([CH2:9][C@@H:8]([NH2:7])[CH3:21])=[CH:11][NH:12]2)=[CH:17][C:16]=1[F:19]. The catalyst class is: 209.